This data is from Catalyst prediction with 721,799 reactions and 888 catalyst types from USPTO. The task is: Predict which catalyst facilitates the given reaction. (1) Reactant: [CH:1]1([N:7]([CH2:21][CH2:22][C:23]2[CH:28]=[CH:27][CH:26]=[CH:25][CH:24]=2)[C:8](=[O:20])[NH:9][C:10]2[S:11][C:12]([S:15][CH2:16][C:17]([OH:19])=[O:18])=[CH:13][N:14]=2)[CH2:6][CH2:5][CH2:4][CH2:3][CH2:2]1.C1(CCN)CCCCC=1.C1(=O)CCCCC1. Product: [C:23]1([CH2:22][CH2:21][N:7]([CH:1]2[CH2:2][CH2:3][CH2:4][CH2:5][CH2:6]2)[C:8](=[O:20])[NH:9][C:10]2[S:11][C:12]([S:15][CH2:16][C:17]([OH:19])=[O:18])=[CH:13][N:14]=2)[CH2:28][CH2:27][CH2:26][CH2:25][CH:24]=1. The catalyst class is: 413. (2) Reactant: [CH3:1][C:2]12[CH2:15][CH2:14][C:13](=[O:16])[CH:12]=[C:11]1[N:10]([CH2:17][O:18][CH2:19][CH2:20][Si:21]([CH3:24])([CH3:23])[CH3:22])[CH2:9][CH:8]1[CH:3]2[CH2:4][CH2:5][C:6]2([CH3:29])[C:27](=[O:28])[CH2:26][CH2:25][CH:7]21.C[Si]([N-][Si](C)(C)C)(C)C.[K+].C1(N([S:47]([C:50]([F:53])([F:52])[F:51])(=[O:49])=[O:48])[S:47]([C:50]([F:53])([F:52])[F:51])(=[O:49])=[O:48])C=CC=CC=1. Product: [F:51][C:50]([F:53])([F:52])[S:47]([O:28][C:27]1[C@:6]2([CH3:29])[C@H:7]([C@H:8]3[C@H:3]([CH2:4][CH2:5]2)[C@:2]2([CH3:1])[C:11](=[CH:12][C:13](=[O:16])[CH2:14][CH2:15]2)[N:10]([CH2:17][O:18][CH2:19][CH2:20][Si:21]([CH3:22])([CH3:23])[CH3:24])[CH2:9]3)[CH2:25][CH:26]=1)(=[O:49])=[O:48]. The catalyst class is: 1. (3) Reactant: [CH3:1][O:2][C:3]1[CH:24]=[CH:23][C:6]2[N:7]=[C:8]([NH:10][C:11]([C:13]3[CH:22]=[CH:21][C:16]([C:17]([O:19]C)=[O:18])=[CH:15][CH:14]=3)=[O:12])[S:9][C:5]=2[CH:4]=1.[OH-].[Li+]. Product: [CH3:1][O:2][C:3]1[CH:24]=[CH:23][C:6]2[N:7]=[C:8]([NH:10][C:11]([C:13]3[CH:22]=[CH:21][C:16]([C:17]([OH:19])=[O:18])=[CH:15][CH:14]=3)=[O:12])[S:9][C:5]=2[CH:4]=1. The catalyst class is: 20. (4) Reactant: [NH2:1]/[CH:2]=[C:3](\[N:7]([CH2:13][CH3:14])[C:8](=O)[CH:9]([CH3:11])[CH3:10])/[C:4](=[O:6])[CH3:5].[OH-].[Na+].[NH4+].[Cl-]. Product: [CH2:13]([N:7]1[C:3]([C:4](=[O:6])[CH3:5])=[CH:2][N:1]=[C:8]1[CH:9]([CH3:11])[CH3:10])[CH3:14]. The catalyst class is: 14. (5) Reactant: [C:1]([O:5][C:6]([N:8]1[CH2:13][CH2:12][CH:11]([C:14](=[O:23])[NH:15][C:16]2[CH:21]=[CH:20][CH:19]=[CH:18][C:17]=2[Br:22])[CH2:10][CH2:9]1)=[O:7])([CH3:4])([CH3:3])[CH3:2].[H-].[Na+].Br[CH2:27][CH:28]1[CH2:33][CH2:32][CH2:31][CH2:30][CH2:29]1. Product: [C:1]([O:5][C:6]([N:8]1[CH2:13][CH2:12][CH:11]([C:14](=[O:23])[N:15]([C:16]2[CH:21]=[CH:20][CH:19]=[CH:18][C:17]=2[Br:22])[CH2:27][CH:28]2[CH2:33][CH2:32][CH2:31][CH2:30][CH2:29]2)[CH2:10][CH2:9]1)=[O:7])([CH3:4])([CH3:2])[CH3:3]. The catalyst class is: 9. (6) Reactant: [CH3:1][O:2][C:3]1[CH:10]=[CH:9][C:6]([CH:7]=O)=[CH:5][CH:4]=1.[CH3:11][C@@H:12]1[C:18]2[CH:19]=[C:20]([C:23]([O:25][CH2:26][CH3:27])=[O:24])[CH:21]=[CH:22][C:17]=2[O:16][CH2:15][CH2:14][NH:13]1. Product: [CH3:1][O:2][C:3]1[CH:10]=[CH:9][C:6]([CH2:7][N:13]2[C@H:12]([CH3:11])[C:18]3[CH:19]=[C:20]([C:23]([O:25][CH2:26][CH3:27])=[O:24])[CH:21]=[CH:22][C:17]=3[O:16][CH2:15][CH2:14]2)=[CH:5][CH:4]=1. The catalyst class is: 5. (7) Reactant: [CH3:1][C:2]1[CH:3]=[CH:4][C:5]([C:8]2[CH:9]=[C:10]([CH:18]=[C:19]([C:21]3[CH2:28][C:24]4([CH2:27][CH2:26][CH2:25]4)[O:23][N:22]=3)[CH:20]=2)[C:11]([O:13]C(C)(C)C)=[O:12])=[N:6][CH:7]=1.Cl. Product: [CH3:1][C:2]1[CH:3]=[CH:4][C:5]([C:8]2[CH:9]=[C:10]([CH:18]=[C:19]([C:21]3[CH2:28][C:24]4([CH2:25][CH2:26][CH2:27]4)[O:23][N:22]=3)[CH:20]=2)[C:11]([OH:13])=[O:12])=[N:6][CH:7]=1. The catalyst class is: 4. (8) Reactant: C[O:2][C:3](=[O:39])[C:4]1[CH:9]=[CH:8][C:7]([F:10])=[C:6]([S:11][CH2:12][C@@H:13]2[C@@H:18]([OH:19])[C@H:17]([OH:20])[C@@H:16]([OH:21])[C@H:15]([C:22]3[CH:27]=[CH:26][C:25]([Cl:28])=[C:24]([CH2:29][C:30]4[CH:35]=[CH:34][C:33]([O:36][CH2:37][CH3:38])=[CH:32][CH:31]=4)[CH:23]=3)[O:14]2)[CH:5]=1.[Li+].[OH-]. Product: [Cl:28][C:25]1[CH:26]=[CH:27][C:22]([C@@H:15]2[O:14][C@H:13]([CH2:12][S:11][C:6]3[CH:5]=[C:4]([CH:9]=[CH:8][C:7]=3[F:10])[C:3]([OH:39])=[O:2])[C@@H:18]([OH:19])[C@H:17]([OH:20])[C@H:16]2[OH:21])=[CH:23][C:24]=1[CH2:29][C:30]1[CH:31]=[CH:32][C:33]([O:36][CH2:37][CH3:38])=[CH:34][CH:35]=1. The catalyst class is: 87. (9) Reactant: Br[C:2]1[CH:3]=[C:4]2[C:9](=[CH:10][CH:11]=1)[CH:8]=[C:7]([NH:12][CH3:13])[CH:6]=[CH:5]2.[Cu][C:15]#[N:16]. Product: [CH3:13][NH:12][C:7]1[CH:8]=[C:9]2[C:4](=[CH:5][CH:6]=1)[CH:3]=[C:2]([C:15]#[N:16])[CH:11]=[CH:10]2. The catalyst class is: 17.